From a dataset of HIV replication inhibition screening data with 41,000+ compounds from the AIDS Antiviral Screen. Binary Classification. Given a drug SMILES string, predict its activity (active/inactive) in a high-throughput screening assay against a specified biological target. (1) The drug is C=C(CN(C)C)C(=O)c1ccc(OC2OC(COC(C)=O)C(OC(C)=O)C(OC(C)=O)C2OC(C)=O)cc1. The result is 0 (inactive). (2) The compound is Cc1ccc(C(=O)Nc2ccc(CP(=O)(O)O)cc2CP(=O)(O)O)cc1NC(=O)c1cccc(N)c1. The result is 0 (inactive). (3) The molecule is CN(C)CCOC1(Cc2ccc(Cl)cc2Cl)CCC(C(C)(C)C)CC1.O=C(O)C=CC(=O)O. The result is 0 (inactive).